Dataset: Forward reaction prediction with 1.9M reactions from USPTO patents (1976-2016). Task: Predict the product of the given reaction. (1) The product is: [Cl:18][C:19]1[CH:20]=[CH:21][C:22]([C:25]2[CH:26]=[CH:27][C:28]([C:31]#[C:32][C:2]3[CH:3]=[C:4]4[C:9](=[CH:10][CH:11]=3)[NH:8][CH:7]([CH2:12][N:13]3[CH2:17][CH2:16][CH2:15][CH2:14]3)[CH2:6][CH2:5]4)=[N:29][CH:30]=2)=[CH:23][CH:24]=1. Given the reactants I[C:2]1[CH:3]=[C:4]2[C:9](=[CH:10][CH:11]=1)[NH:8][CH:7]([CH2:12][N:13]1[CH2:17][CH2:16][CH2:15][CH2:14]1)[CH2:6][CH2:5]2.[Cl:18][C:19]1[CH:24]=[CH:23][C:22]([C:25]2[CH:26]=[CH:27][C:28]([C:31]#[CH:32])=[N:29][CH:30]=2)=[CH:21][CH:20]=1, predict the reaction product. (2) Given the reactants C([O:8][C:9]1[CH:10]=[C:11]2[C:16](=[CH:17][CH:18]=1)[C:15](=[O:19])[N:14]([CH2:20][CH:21]([CH3:23])[CH3:22])[C:13]([CH2:24][NH:25][C:26](=[O:32])[O:27][C:28]([CH3:31])([CH3:30])[CH3:29])=[C:12]2[C:33]1[CH:38]=[CH:37][C:36]([Cl:39])=[CH:35][CH:34]=1)C1C=CC=CC=1.Br.[OH-].[Na+].C(OC(OC(C)(C)C)=O)(OC(C)(C)C)=O, predict the reaction product. The product is: [Cl:39][C:36]1[CH:35]=[CH:34][C:33]([C:12]2[C:11]3[C:16](=[CH:17][CH:18]=[C:9]([OH:8])[CH:10]=3)[C:15](=[O:19])[N:14]([CH2:20][CH:21]([CH3:23])[CH3:22])[C:13]=2[CH2:24][NH:25][C:26](=[O:32])[O:27][C:28]([CH3:29])([CH3:31])[CH3:30])=[CH:38][CH:37]=1. (3) Given the reactants Br[C:2]1[CH:7]=[CH:6][C:5]([C:8]2[O:12][N:11]=[C:10]([CH3:13])[C:9]=2[NH:14][CH:15]([CH3:20])[CH2:16][CH2:17][CH2:18][OH:19])=[CH:4][CH:3]=1.[CH2:21]([O:23][C:24]([C:26]1([C:29]2[CH:34]=[CH:33][C:32](B3OC(C)(C)C(C)(C)O3)=[CH:31][CH:30]=2)[CH2:28][CH2:27]1)=[O:25])[CH3:22], predict the reaction product. The product is: [CH2:21]([O:23][C:24]([C:26]1([C:29]2[CH:34]=[CH:33][C:32]([C:2]3[CH:7]=[CH:6][C:5]([C:8]4[O:12][N:11]=[C:10]([CH3:13])[C:9]=4[NH:14][CH:15]([CH3:20])[CH2:16][CH2:17][CH2:18][OH:19])=[CH:4][CH:3]=3)=[CH:31][CH:30]=2)[CH2:27][CH2:28]1)=[O:25])[CH3:22]. (4) The product is: [CH3:1][O:2][C:3]([C:5]1[S:6][CH:7]=[CH:8][C:9]=1[S:10]([NH:11][C:12]1[CH:13]=[CH:14][C:15]([N:18]2[CH2:19][CH2:20][CH:21]([NH:27][CH2:28][C@H:29]([OH:30])[C:31]3[CH:32]=[CH:33][C:34]([OH:42])=[C:35]([NH:37][S:38]([CH3:41])(=[O:40])=[O:39])[CH:36]=3)[CH2:22][CH2:23]2)=[CH:16][CH:17]=1)(=[O:25])=[O:26])=[O:4]. Given the reactants [CH3:1][O:2][C:3]([C:5]1[S:6][CH:7]=[CH:8][C:9]=1[S:10](=[O:26])(=[O:25])[NH:11][C:12]1[CH:17]=[CH:16][C:15]([N:18]2[CH2:23][CH2:22][C:21](=O)[CH2:20][CH2:19]2)=[CH:14][CH:13]=1)=[O:4].[NH2:27][CH2:28][C@@H:29]([C:31]1[CH:32]=[CH:33][C:34]([OH:42])=[C:35]([NH:37][S:38]([CH3:41])(=[O:40])=[O:39])[CH:36]=1)[OH:30], predict the reaction product.